Dataset: Forward reaction prediction with 1.9M reactions from USPTO patents (1976-2016). Task: Predict the product of the given reaction. (1) Given the reactants Br[C:2]1[CH:11]=[CH:10][C:9]([N+:12]([O-:14])=[O:13])=[CH:8][C:3]=1[C:4]([O:6][CH3:7])=[O:5].[CH3:15][O:16][C:17]1[CH:22]=[CH:21][C:20]([CH3:23])=[CH:19][C:18]=1B(O)O, predict the reaction product. The product is: [CH3:15][O:16][C:17]1[CH:22]=[CH:21][C:20]([CH3:23])=[CH:19][C:18]=1[C:2]1[C:3]([C:4]([O:6][CH3:7])=[O:5])=[CH:8][C:9]([N+:12]([O-:14])=[O:13])=[CH:10][CH:11]=1. (2) Given the reactants [C:1]([OH:11])(=O)[CH:2]=[CH:3][C:4]1[CH:9]=[CH:8][CH:7]=[CH:6][CH:5]=1.Cl.[CH3:13][C:14]1[C:18]([CH2:19][N:20]2[CH:24]=[C:23]([NH2:25])[CH:22]=[N:21]2)=[C:17]([CH3:26])[O:16][N:15]=1, predict the reaction product. The product is: [CH3:13][C:14]1[C:18]([CH2:19][N:20]2[CH:24]=[C:23]([NH:25][C:1](=[O:11])[CH:2]=[CH:3][C:4]3[CH:5]=[CH:6][CH:7]=[CH:8][CH:9]=3)[CH:22]=[N:21]2)=[C:17]([CH3:26])[O:16][N:15]=1.